This data is from Forward reaction prediction with 1.9M reactions from USPTO patents (1976-2016). The task is: Predict the product of the given reaction. (1) Given the reactants C[C@@:2]1([C:18]([O-:20])=[O:19])[CH2:6][C@:5](C)([C:7]([O-:9])=[O:8])[CH2:4][N:3]1[C:11]([O:13][C:14]([CH3:17])([CH3:16])[CH3:15])=[O:12].[OH-].[Na+].Cl.[CH2:24]1COCC1, predict the reaction product. The product is: [C:14]([O:13][C:11]([N:3]1[C@H:2]([C:18]([O:20][CH3:24])=[O:19])[CH2:6][C@H:5]([C:7]([OH:9])=[O:8])[CH2:4]1)=[O:12])([CH3:15])([CH3:16])[CH3:17]. (2) Given the reactants [CH3:1][O:2][C:3]1[CH:4]=[C:5]([NH:9][CH:10]([C:14]2[CH:19]=[CH:18][CH:17]=[CH:16][CH:15]=2)[C:11]([OH:13])=[O:12])[CH:6]=[CH:7][CH:8]=1.C1C=CC2N(O)N=NC=2C=1.C1CCC(N=C=NC2CCCCC2)CC1.[N:45]12[CH2:52][CH2:51][CH:48]([CH2:49][CH2:50]1)[C@@H:47](O)[CH2:46]2, predict the reaction product. The product is: [N:45]12[CH2:52][CH2:51][CH:48]([CH2:49][CH2:50]1)[C@@H:47]([O:12][C:11](=[O:13])[CH:10]([NH:9][C:5]1[CH:6]=[CH:7][CH:8]=[C:3]([O:2][CH3:1])[CH:4]=1)[C:14]1[CH:19]=[CH:18][CH:17]=[CH:16][CH:15]=1)[CH2:46]2.